Dataset: Forward reaction prediction with 1.9M reactions from USPTO patents (1976-2016). Task: Predict the product of the given reaction. (1) Given the reactants [Br:1][C:2]1[CH:3]=[C:4]([OH:8])[CH:5]=[N:6][CH:7]=1.CC(C)([O-])C.[K+].F[C:16]1[CH:25]=[C:24]([F:26])[CH:23]=[CH:22][C:17]=1[C:18]([O:20][CH3:21])=[O:19].CN(C)C=O, predict the reaction product. The product is: [Br:1][C:2]1[CH:3]=[C:4]([O:8][C:16]2[CH:25]=[C:24]([F:26])[CH:23]=[CH:22][C:17]=2[C:18]([O:20][CH3:21])=[O:19])[CH:5]=[N:6][CH:7]=1. (2) Given the reactants [C:1]([O:5][C:6]([N:8]1[C@H:12]([CH2:13][C:14]2[CH:19]=[CH:18][C:17]([C:20]3[CH:25]=[CH:24][CH:23]=[CH:22][CH:21]=3)=[CH:16][CH:15]=2)[CH2:11]/[C:10](=[CH:26]\N(C(C)C)C(C)C)/[C:9]1=[O:34])=[O:7])([CH3:4])([CH3:3])[CH3:2].Cl.O, predict the reaction product. The product is: [C:1]([O:5][C:6]([N:8]1[C@H:12]([CH2:13][C:14]2[CH:15]=[CH:16][C:17]([C:20]3[CH:21]=[CH:22][CH:23]=[CH:24][CH:25]=3)=[CH:18][CH:19]=2)[CH2:11][C:10](=[CH2:26])[C:9]1=[O:34])=[O:7])([CH3:4])([CH3:3])[CH3:2]. (3) Given the reactants [Br:1][C:2]1[C:3](OC)=[C:4]([C:15]#[N:16])[C:5](=O)[N:6]([CH:8]([C:10]2([CH3:13])[CH2:12][CH2:11]2)[CH3:9])[CH:7]=1.[OH2:19].[NH2:20][NH2:21], predict the reaction product. The product is: [NH2:16][C:15]1[C:4]2[C:5](=[O:19])[N:6]([CH:8]([C:10]3([CH3:13])[CH2:12][CH2:11]3)[CH3:9])[CH:7]=[C:2]([Br:1])[C:3]=2[NH:21][N:20]=1. (4) Given the reactants [CH3:1][C:2]1[CH:30]=[CH:29][C:5]([CH2:6][NH:7][C:8]([CH:10]2[CH2:13][N:12]([C:14]3[C:19]4=[CH:20][C:21]([C:23]5[CH2:24][CH2:25][NH:26][CH2:27][CH:28]=5)=[CH:22][N:18]4[N:17]=[CH:16][N:15]=3)[CH2:11]2)=[O:9])=[CH:4][CH:3]=1.CCN(CC)CC.[CH:38]1([C:41](Cl)=[O:42])[CH2:40][CH2:39]1, predict the reaction product. The product is: [CH:38]1([C:41]([N:26]2[CH2:25][CH:24]=[C:23]([C:21]3[CH:20]=[C:19]4[N:18]([CH:22]=3)[N:17]=[CH:16][N:15]=[C:14]4[N:12]3[CH2:13][CH:10]([C:8]([NH:7][CH2:6][C:5]4[CH:4]=[CH:3][C:2]([CH3:1])=[CH:30][CH:29]=4)=[O:9])[CH2:11]3)[CH2:28][CH2:27]2)=[O:42])[CH2:40][CH2:39]1. (5) Given the reactants C(OC([N:8]1[C:21]2[CH:20]=[CH:19][CH:18]=[C:17]([C:22]3[O:23][C:24]([N:29]4[CH2:34][CH2:33][O:32][CH2:31][CH2:30]4)=[CH:25][C:26](=[O:28])[CH:27]=3)[C:16]=2[S:15][C:14]2[C:9]1=[CH:10][CH:11]=[CH:12][CH:13]=2)=O)(C)(C)C.FC(F)(F)C(O)=O.C([O-])(O)=O.[Na+], predict the reaction product. The product is: [N:29]1([C:24]2[O:23][C:22]([C:17]3[C:16]4[S:15][C:14]5[C:9](=[CH:10][CH:11]=[CH:12][CH:13]=5)[NH:8][C:21]=4[CH:20]=[CH:19][CH:18]=3)=[CH:27][C:26](=[O:28])[CH:25]=2)[CH2:34][CH2:33][O:32][CH2:31][CH2:30]1. (6) Given the reactants [C:1]([O:5][C:6]([N:8]1[CH2:13][C:12](=[O:14])[N:11]([C:15]2[CH:20]=[CH:19][C:18]([O:21][CH2:22][CH2:23][CH2:24][O:25][CH2:26][C:27]3[CH:32]=[CH:31][CH:30]=[CH:29][C:28]=3[O:33][CH3:34])=[CH:17][CH:16]=2)[C@@H:10]([CH2:35][NH2:36])[CH2:9]1)=[O:7])([CH3:4])([CH3:3])[CH3:2].[CH3:37][O:38][C:39]1[CH:47]=[CH:46][CH:45]=[CH:44][C:40]=1[C:41](Cl)=[O:42].C(N(CC)CC)C, predict the reaction product. The product is: [C:1]([O:5][C:6]([N:8]1[CH2:13][C:12](=[O:14])[N:11]([C:15]2[CH:20]=[CH:19][C:18]([O:21][CH2:22][CH2:23][CH2:24][O:25][CH2:26][C:27]3[CH:32]=[CH:31][CH:30]=[CH:29][C:28]=3[O:33][CH3:34])=[CH:17][CH:16]=2)[C@@H:10]([CH2:35][NH:36][C:41](=[O:42])[C:40]2[CH:44]=[CH:45][CH:46]=[CH:47][C:39]=2[O:38][CH3:37])[CH2:9]1)=[O:7])([CH3:2])([CH3:4])[CH3:3]. (7) Given the reactants C(O[C:6](=O)[NH:7][C:8]1[CH:13]=[C:12]([F:14])[CH:11]=[CH:10][C:9]=1[NH2:15])(C)(C)C.[CH:17]1([CH:23]=O)[CH2:22][CH2:21][CH2:20][CH2:19][CH2:18]1.[Cl:25][C:26]1[CH:36]=[CH:35][CH:34]=[CH:33][C:27]=1[O:28][CH2:29]C(O)=O.[CH:37]1([N+:43]#[C-:44])[CH2:42][CH2:41][CH2:40][CH2:39][CH2:38]1.Cl.C[OH:47], predict the reaction product. The product is: [Cl:25][C:26]1[CH:36]=[CH:35][CH:34]=[CH:33][C:27]=1[O:28][CH2:29][C:6]1[N:15]([CH:23]([CH:17]2[CH2:18][CH2:19][CH2:20][CH2:21][CH2:22]2)[C:44]([NH:43][CH:37]2[CH2:42][CH2:41][CH2:40][CH2:39][CH2:38]2)=[O:47])[C:9]2[CH:10]=[CH:11][C:12]([F:14])=[CH:13][C:8]=2[N:7]=1.